From a dataset of Catalyst prediction with 721,799 reactions and 888 catalyst types from USPTO. Predict which catalyst facilitates the given reaction. (1) Reactant: [ClH:1].[CH3:2][N:3]([CH3:27])[CH:4]1[CH2:9][CH2:8][N:7]([C:10](=[O:26])[CH2:11][CH2:12][C:13]2[N:14]([CH2:18][C:19]([O:21][CH2:22][CH2:23][CH2:24][CH3:25])=[O:20])[CH:15]=[CH:16][N:17]=2)[CH2:6][CH2:5]1. Product: [ClH:1].[CH3:27][N:3]([CH3:2])[CH:4]1[CH2:9][CH2:8][N:7]([C:10](=[O:26])[CH2:11][CH2:12][C:13]2[N:14]([CH2:18][C:19]([O:21][CH2:22][CH2:23][CH2:24][CH3:25])=[O:20])[CH:15]=[CH:16][N:17]=2)[CH2:6][CH2:5]1. The catalyst class is: 27. (2) Reactant: [H-].[Na+].[CH2:3]([C:5]1[CH:10]=[CH:9][CH:8]=[C:7]([CH2:11][CH3:12])[C:6]=1[C:13]1[N:18]=[CH:17][C:16]([CH:19]([C:21]2[CH:26]=[CH:25][CH:24]=[CH:23][CH:22]=2)[OH:20])=[C:15]([O:27][CH3:28])[CH:14]=1)[CH3:4].I[CH2:30][CH3:31].[NH4+].[Cl-]. Product: [CH2:11]([C:7]1[CH:8]=[CH:9][CH:10]=[C:5]([CH2:3][CH3:4])[C:6]=1[C:13]1[CH:14]=[C:15]([O:27][CH3:28])[C:16]([CH:19]([O:20][CH2:30][CH3:31])[C:21]2[CH:22]=[CH:23][CH:24]=[CH:25][CH:26]=2)=[CH:17][N:18]=1)[CH3:12]. The catalyst class is: 81. (3) Reactant: [CH3:1][C@H:2]1[NH:7][C@@H:6]([CH3:8])[CH2:5][N:4]([C:9]2[CH:10]=[C:11]([C:15](=[O:17])[CH3:16])[CH:12]=[CH:13][CH:14]=2)[CH2:3]1.[BH-](OC(C)=O)(OC(C)=O)O[C:20](C)=O.[Na+].C=O.[NH4+].[OH-]. Product: [NH4+:4].[OH-:17].[CH3:8][C@H:6]1[N:7]([CH3:20])[C@@H:2]([CH3:1])[CH2:3][N:4]([C:9]2[CH:10]=[C:11]([C:15](=[O:17])[CH3:16])[CH:12]=[CH:13][CH:14]=2)[CH2:5]1. The catalyst class is: 34. (4) The catalyst class is: 17. Product: [CH3:1][O:2][C:3]([C@H:5]1[N:9]2[C:10](=[O:33])[C:11]([NH:28][S:29]([CH3:32])(=[O:30])=[O:31])=[C:12]([CH2:17][C:18]3[C:27]4[C:22](=[CH:23][CH:24]=[CH:25][CH:26]=4)[CH:21]=[CH:20][CH:19]=3)[C:13]([C:14]3[CH:39]=[CH:38][CH:36]=[CH:16][CH:15]=3)=[C:8]2[S:7][CH2:6]1)=[O:4]. Reactant: [CH3:1][O:2][C:3]([C@H:5]1[N:9]2[C:10](=[O:33])[C:11]([NH:28][S:29]([CH3:32])(=[O:31])=[O:30])=[C:12]([CH2:17][C:18]3[C:27]4[C:22](=[CH:23][CH:24]=[CH:25][CH:26]=4)[CH:21]=[CH:20][CH:19]=3)[C:13]([CH:14]3[CH2:16][CH2:15]3)=[C:8]2[S:7][CH2:6]1)=[O:4].CO[C:36]([C@H:38]1N2C(=O)C(N)=C(CC3C4C(=CC=CC=4)C=CC=3)C(C3C=CC=CC=3)=C2S[CH2:39]1)=O.CS(Cl)(=O)=O. (5) Reactant: [CH2:1]([N:3]1[CH:7]=[C:6]([CH:8]=O)[C:5]([O:10][CH2:11][C:12]2[CH:17]=[CH:16][C:15]([O:18][CH2:19][C:20]3[N:21]=[C:22]([C:26]4[O:27][CH:28]=[CH:29][CH:30]=4)[O:23][C:24]=3[CH3:25])=[C:14]([O:31][CH3:32])[CH:13]=2)=[N:4]1)[CH3:2].C(OP([CH2:41][C:42]([O:44][CH2:45][CH3:46])=[O:43])(OCC)=O)C.CN(C)C=O.[H-].[Na+]. Product: [CH2:1]([N:3]1[CH:7]=[C:6](/[CH:8]=[CH:41]/[C:42]([O:44][CH2:45][CH3:46])=[O:43])[C:5]([O:10][CH2:11][C:12]2[CH:17]=[CH:16][C:15]([O:18][CH2:19][C:20]3[N:21]=[C:22]([C:26]4[O:27][CH:28]=[CH:29][CH:30]=4)[O:23][C:24]=3[CH3:25])=[C:14]([O:31][CH3:32])[CH:13]=2)=[N:4]1)[CH3:2]. The catalyst class is: 6. (6) Reactant: [CH3:1][O:2][C:3]1[CH:12]=[CH:11][C:10]2[C:5](=[CH:6][N+:7]3[CH2:20][CH2:19][C:18]4[C:13](=[CH:14][C:15]5[O:23][CH2:22][O:21][C:16]=5[CH:17]=4)[C:8]=3[CH:9]=2)[C:4]=1[O:24][CH3:25].[Cl-].[C:27]([Mg]Cl)#[CH:28]. Product: [C:27]([CH:6]1[N:7]2[CH2:20][CH2:19][C:18]3[C:13]([C:8]2=[CH:9][C:10]2[CH:11]=[CH:12][C:3]([O:2][CH3:1])=[C:4]([O:24][CH3:25])[C:5]1=2)=[CH:14][C:15]1[O:23][CH2:22][O:21][C:16]=1[CH:17]=3)#[CH:28]. The catalyst class is: 27. (7) Reactant: [NH2:1][C:2]1[N:9]=[CH:8][CH:7]=[C:6]([C:10]2[CH:15]=[CH:14][C:13]([Cl:16])=[CH:12][C:11]=2[F:17])[C:3]=1[CH:4]=[O:5].[BH4-].[Na+]. Product: [NH2:1][C:2]1[C:3]([CH2:4][OH:5])=[C:6]([C:10]2[CH:15]=[CH:14][C:13]([Cl:16])=[CH:12][C:11]=2[F:17])[CH:7]=[CH:8][N:9]=1. The catalyst class is: 92.